From a dataset of Full USPTO retrosynthesis dataset with 1.9M reactions from patents (1976-2016). Predict the reactants needed to synthesize the given product. Given the product [Br:10][C:11]1[CH:18]=[C:15]([CH:14]=[C:13]([O:19][CH3:20])[C:12]=1[O:21][CH2:2][CH2:3][CH2:4][CH2:5][CH2:6][CH2:7][CH2:8][CH3:9])[CH:16]=[O:17], predict the reactants needed to synthesize it. The reactants are: I[CH2:2][CH2:3][CH2:4][CH2:5][CH2:6][CH2:7][CH2:8][CH3:9].[Br:10][C:11]1[C:12]([OH:21])=[C:13]([O:19][CH3:20])[CH:14]=[C:15]([CH:18]=1)[CH:16]=[O:17].C(=O)([O-])[O-].[K+].[K+].